This data is from Full USPTO retrosynthesis dataset with 1.9M reactions from patents (1976-2016). The task is: Predict the reactants needed to synthesize the given product. (1) Given the product [OH:14][CH2:13][C:12]1[CH:17]=[C:18]([O:21][CH3:22])[CH:19]=[CH:20][C:11]=1[CH2:10][OH:9], predict the reactants needed to synthesize it. The reactants are: [AlH4-].[Li+].O1CCCC1.C[O:9][C:10](=O)[C:11]1[C:12](=[CH:17][C:18]([O:21][CH3:22])=[CH:19][CH:20]=1)[C:13](OC)=[O:14]. (2) Given the product [CH3:8][O:9][CH2:10][O:11][C:12]1[CH:21]=[CH:20][C:19]2[O:18][CH:17]([C:22]3[CH:27]=[CH:26][C:25]([O:28][CH2:29][O:30][CH3:31])=[CH:24][CH:23]=3)[CH:16]3[CH2:32][CH:5]([O:4][C:1](=[O:3])[CH3:2])[CH2:6][CH:15]3[C:14]=2[CH:13]=1, predict the reactants needed to synthesize it. The reactants are: [C:1]([O:4][C:5](=O)[CH3:6])(=[O:3])[CH3:2].[CH3:8][O:9][CH2:10][O:11][C:12]1[CH:21]=[CH:20][C:19]2[O:18][CH:17]([C:22]3[CH:27]=[CH:26][C:25]([O:28][CH2:29][O:30][CH3:31])=[CH:24][CH:23]=3)[CH:16]3[CH2:32]C(O)C[CH:15]3[C:14]=2[CH:13]=1.CCN(CC)CC. (3) Given the product [CH2:14]([S:16][C:17]1[CH:25]=[CH:24][CH:23]=[CH:22][C:18]=1[C:19]1[N:2]([CH3:1])[C:3]2=[N:4][C:5]([C:10]([F:11])([F:12])[F:13])=[CH:6][CH:7]=[C:8]2[N:9]=1)[CH3:15], predict the reactants needed to synthesize it. The reactants are: [CH3:1][NH:2][C:3]1[C:8]([NH2:9])=[CH:7][CH:6]=[C:5]([C:10]([F:13])([F:12])[F:11])[N:4]=1.[CH2:14]([S:16][C:17]1[CH:25]=[CH:24][CH:23]=[CH:22][C:18]=1[C:19](O)=O)[CH3:15].CCN=C=NCCCN(C)C.N1C=CC=CC=1. (4) Given the product [Cl:8][C:6]1[N:5]=[C:4]([C:9]2[CH:14]=[C:13]([Cl:15])[CH:12]=[CH:11][C:10]=2[CH3:16])[N:3]=[C:2]([NH:17][C:18]2[CH:19]=[C:20]3[C:24](=[CH:25][CH:26]=2)[NH:23][N:22]=[CH:21]3)[N:7]=1, predict the reactants needed to synthesize it. The reactants are: Cl[C:2]1[N:7]=[C:6]([Cl:8])[N:5]=[C:4]([C:9]2[CH:14]=[C:13]([Cl:15])[CH:12]=[CH:11][C:10]=2[CH3:16])[N:3]=1.[NH2:17][C:18]1[CH:19]=[C:20]2[C:24](=[CH:25][CH:26]=1)[NH:23][N:22]=[CH:21]2. (5) Given the product [NH2:1][C@@H:2]([CH2:20][C:21]1[CH:26]=[CH:25][CH:24]=[CH:23][CH:22]=1)[CH2:3][NH:4][C:5]1[O:9][N:8]=[C:7]([C:10]2[CH:11]=[C:12]3[C:17](=[CH:18][CH:19]=2)[CH:16]=[N:15][CH:14]=[CH:13]3)[C:6]=1[CH2:34][C:28]1[CH:33]=[CH:32][CH:31]=[CH:30][CH:29]=1, predict the reactants needed to synthesize it. The reactants are: [NH2:1][C@@H:2]([CH2:20][C:21]1[CH:26]=[CH:25][C:24](Cl)=[CH:23][CH:22]=1)[CH2:3][NH:4][C:5]1[O:9][N:8]=[C:7]([C:10]2[CH:11]=[C:12]3[C:17](=[CH:18][CH:19]=2)[CH:16]=[N:15][CH:14]=[CH:13]3)[CH:6]=1.[C:28]1([CH2:34]CC#N)[CH:33]=[CH:32][CH:31]=[CH:30][CH:29]=1. (6) The reactants are: [BH4-].[Na+].[Br:3][CH2:4][C:5](=[O:24])[C@@H:6]([NH:16][C:17](=[O:23])[O:18][C:19]([CH3:22])([CH3:21])[CH3:20])[CH2:7][C:8]1[CH:13]=[C:12]([F:14])[CH:11]=[C:10]([F:15])[CH:9]=1. Given the product [Br:3][CH2:4][C@H:5]([OH:24])[C@@H:6]([NH:16][C:17](=[O:23])[O:18][C:19]([CH3:20])([CH3:21])[CH3:22])[CH2:7][C:8]1[CH:9]=[C:10]([F:15])[CH:11]=[C:12]([F:14])[CH:13]=1, predict the reactants needed to synthesize it. (7) Given the product [CH3:1][O:2][C:3]1[CH:4]=[C:5]2[C:10](=[CH:11][C:12]=1[N+:13]([O-:15])=[O:14])[CH2:9][NH:8][CH2:7][CH2:6]2, predict the reactants needed to synthesize it. The reactants are: [CH3:1][O:2][C:3]1[CH:4]=[C:5]2[C:10](=[CH:11][C:12]=1[N+:13]([O-:15])=[O:14])[C:9](=O)[NH:8][CH2:7][CH2:6]2.CO.